Dataset: Forward reaction prediction with 1.9M reactions from USPTO patents (1976-2016). Task: Predict the product of the given reaction. (1) The product is: [NH2:11][C:12]1[CH:20]=[CH:19][CH:18]=[C:17]([C:21]([F:24])([F:23])[F:22])[C:13]=1[C:14]([NH:1][C:2]1[CH:7]=[CH:6][CH:5]=[CH:4][CH:3]=1)=[O:16]. Given the reactants [NH2:1][C:2]1[CH:7]=[CH:6][CH:5]=[CH:4][CH:3]=1.O.O.O.[NH2:11][C:12]1[CH:20]=[CH:19][CH:18]=[C:17]([C:21]([F:24])([F:23])[F:22])[C:13]=1[C:14]([OH:16])=O, predict the reaction product. (2) Given the reactants COC1C=C(C=CC=1OC)C[N:7]1[C:16]([CH3:18])([CH3:17])[CH:15]([C:19]([OH:21])=[O:20])[C:14]2[C:9](=[CH:10][CH:11]=[CH:12][CH:13]=2)[C:8]1=[O:22].C1(N2C(C)(C)C(C(O)=O)C3C(=CC=CC=3)C2=O)CC1.C1(SC)C=CC=CC=1, predict the reaction product. The product is: [CH3:17][C:16]1([CH3:18])[CH:15]([C:19]([OH:21])=[O:20])[C:14]2[C:9](=[CH:10][CH:11]=[CH:12][CH:13]=2)[C:8](=[O:22])[NH:7]1. (3) Given the reactants [CH:1]1[C:10]2[C:5](=[C:6]([CH2:11][C:12]([O:14]CC)=O)[CH:7]=[CH:8][CH:9]=2)[CH:4]=[CH:3][N:2]=1.C[Al](C)C.[F:21][C:22]([F:32])([F:31])[C:23]1[CH:30]=[CH:29][C:26]([CH2:27][NH2:28])=[CH:25][CH:24]=1.Cl.[NH4+].[OH-], predict the reaction product. The product is: [CH:1]1[C:10]2[C:5](=[C:6]([CH2:11][C:12]([NH:28][CH2:27][C:26]3[CH:25]=[CH:24][C:23]([C:22]([F:21])([F:31])[F:32])=[CH:30][CH:29]=3)=[O:14])[CH:7]=[CH:8][CH:9]=2)[CH:4]=[CH:3][N:2]=1. (4) Given the reactants [C:1](Cl)(=[O:3])[CH3:2].[NH2:5][CH2:6][CH:7]([CH3:28])[O:8][C:9]1[CH:14]=[C:13]([F:15])[CH:12]=[CH:11][C:10]=1[NH:16][C:17]1[C:18]2[C:25]([CH3:26])=[C:24]([Br:27])[S:23][C:19]=2[N:20]=[CH:21][N:22]=1.C(N(CC)CC)C, predict the reaction product. The product is: [Br:27][C:24]1[S:23][C:19]2[N:20]=[CH:21][N:22]=[C:17]([NH:16][C:10]3[CH:11]=[CH:12][C:13]([F:15])=[CH:14][C:9]=3[O:8][CH:7]([CH3:28])[CH2:6][NH:5][C:1](=[O:3])[CH3:2])[C:18]=2[C:25]=1[CH3:26]. (5) Given the reactants [C:1]([O:5][C:6](=[O:22])[NH:7][C@:8]([CH2:20][OH:21])([CH3:19])[CH2:9][CH2:10][C:11]1[CH:16]=[CH:15][C:14]([OH:17])=[C:13]([NH2:18])[CH:12]=1)([CH3:4])([CH3:3])[CH3:2].Cl.C(O[C:27](=N)[CH2:28][CH2:29][CH2:30][CH2:31][CH3:32])C, predict the reaction product. The product is: [C:1]([O:5][C:6](=[O:22])[NH:7][C@:8]([CH2:20][OH:21])([CH3:19])[CH2:9][CH2:10][C:11]1[CH:16]=[CH:15][C:14]2[O:17][C:27]([CH2:28][CH2:29][CH2:30][CH2:31][CH3:32])=[N:18][C:13]=2[CH:12]=1)([CH3:4])([CH3:2])[CH3:3]. (6) Given the reactants [CH2:1]([C@@:4]1([CH3:35])[CH2:9][C@H:8]([C:10]2[CH:15]=[CH:14][CH:13]=[C:12]([Cl:16])[CH:11]=2)[C@@H:7]([C:17]2[CH:22]=[CH:21][C:20]([Cl:23])=[CH:19][CH:18]=2)[N:6]([C@H:24]([CH:27]([OH:33])[CH2:28][CH2:29][CH2:30][CH2:31]O)[CH2:25][CH3:26])[C:5]1=[O:34])[CH:2]=[CH2:3].C1(P(C2C=CC=CC=2)C2C=CC=CC=2)C=CC=CC=1.N(/C(OCC)=O)=N\C(OCC)=O, predict the reaction product. The product is: [CH2:1]([C@@:4]1([CH3:35])[CH2:9][C@H:8]([C:10]2[CH:15]=[CH:14][CH:13]=[C:12]([Cl:16])[CH:11]=2)[C@@H:7]([C:17]2[CH:18]=[CH:19][C:20]([Cl:23])=[CH:21][CH:22]=2)[N:6]([C@H:24]([CH:27]2[CH2:28][CH2:29][CH2:30][CH2:31][O:33]2)[CH2:25][CH3:26])[C:5]1=[O:34])[CH:2]=[CH2:3]. (7) Given the reactants [Cl:1][C:2]1[CH:23]=[C:22]([Cl:24])[CH:21]=[CH:20][C:3]=1[CH2:4][O:5][C:6]1[CH:11]=[C:10]([O:12][CH:13]([CH3:15])[CH3:14])[CH:9]=[CH:8][C:7]=1[CH2:16][CH2:17][CH2:18][OH:19].O[C:26]1[CH:30]=[C:29]([CH2:31][CH2:32][C:33]([O:35]CC)=[O:34])[N:28]([C:38]2[CH:43]=[CH:42][CH:41]=[CH:40][CH:39]=2)[N:27]=1.C(P(CCCC)CCCC)CCC.N(C(N1CCCCC1)=O)=NC(N1CCCCC1)=O.O1CCCC1CO.[OH-].[Na+].Cl, predict the reaction product. The product is: [Cl:1][C:2]1[CH:23]=[C:22]([Cl:24])[CH:21]=[CH:20][C:3]=1[CH2:4][O:5][C:6]1[CH:11]=[C:10]([O:12][CH:13]([CH3:14])[CH3:15])[CH:9]=[CH:8][C:7]=1[CH2:16][CH2:17][CH2:18][O:19][C:26]1[CH:30]=[C:29]([CH2:31][CH2:32][C:33]([OH:35])=[O:34])[N:28]([C:38]2[CH:43]=[CH:42][CH:41]=[CH:40][CH:39]=2)[N:27]=1. (8) Given the reactants [Cl:1][C:2]1[C:3]([C:9]([NH:11][S:12]([C:15]2[CH:20]=[CH:19][CH:18]=[C:17]([N+:21]([O-])=O)[N:16]=2)(=[O:14])=[O:13])=[O:10])=[N:4][CH:5]=[C:6]([Cl:8])[N:7]=1.Cl, predict the reaction product. The product is: [NH2:21][C:17]1[N:16]=[C:15]([S:12]([NH:11][C:9]([C:3]2[C:2]([Cl:1])=[N:7][C:6]([Cl:8])=[CH:5][N:4]=2)=[O:10])(=[O:13])=[O:14])[CH:20]=[CH:19][CH:18]=1.